Dataset: Forward reaction prediction with 1.9M reactions from USPTO patents (1976-2016). Task: Predict the product of the given reaction. (1) Given the reactants C[O:2][C:3](=O)[C@@H:4]([CH2:6][C:7]1[CH:12]=[CH:11][C:10]([OH:13])=[CH:9][CH:8]=1)[NH2:5].O.[NH2:16][NH2:17], predict the reaction product. The product is: [NH2:5][C@@H:4]([C:3]([NH:16][NH2:17])=[O:2])[CH2:6][C:7]1[CH:12]=[CH:11][C:10]([OH:13])=[CH:9][CH:8]=1. (2) Given the reactants [Cl:1][C:2]1[CH:7]=[CH:6][C:5]([CH:8]([C:20]2[CH:28]=[CH:27][C:23]([C:24](O)=[O:25])=[CH:22][CH:21]=2)[CH2:9][C:10]([C:12]2[CH:17]=[CH:16][C:15](=[O:18])[N:14]([CH3:19])[CH:13]=2)=[O:11])=[C:4]([F:29])[CH:3]=1.[NH2:30][CH2:31][C@@H:32]([OH:35])[CH2:33][OH:34].F[P-](F)(F)(F)(F)F.N1(O[P+](N(C)C)(N(C)C)N(C)C)C2C=CC=CC=2N=N1, predict the reaction product. The product is: [Cl:1][C:2]1[CH:7]=[CH:6][C:5]([CH:8]([C:20]2[CH:21]=[CH:22][C:23]([C:24]([NH:30][CH2:31][C@@H:32]([OH:35])[CH2:33][OH:34])=[O:25])=[CH:27][CH:28]=2)[CH2:9][C:10]([C:12]2[CH:17]=[CH:16][C:15](=[O:18])[N:14]([CH3:19])[CH:13]=2)=[O:11])=[C:4]([F:29])[CH:3]=1. (3) Given the reactants [CH3:1][N:2]1[C:6]([C:7](O)=[O:8])=[C:5]([C:10]([N:12]2[CH2:17][CH2:16][O:15][CH2:14][CH2:13]2)=[O:11])[CH:4]=[N:3]1.C(N1C=CN=C1)([N:20]1C=CN=C1)=O, predict the reaction product. The product is: [CH3:1][N:2]1[C:6]([C:7]([NH2:20])=[O:8])=[C:5]([C:10]([N:12]2[CH2:17][CH2:16][O:15][CH2:14][CH2:13]2)=[O:11])[CH:4]=[N:3]1. (4) Given the reactants I[C:2]1[N:6]2[CH:7]=[CH:8][C:9]([Cl:11])=[CH:10][C:5]2=[N:4][CH:3]=1.[NH2:12][CH2:13][C:14]1[CH:19]=[CH:18][C:17](B(O)O)=[CH:16][CH:15]=1.[CH3:23][C:24]([O:27][C:28](O[C:28]([O:27][C:24]([CH3:26])([CH3:25])[CH3:23])=[O:29])=[O:29])([CH3:26])[CH3:25], predict the reaction product. The product is: [C:24]([O:27][C:28](=[O:29])[NH:12][CH2:13][C:14]1[CH:19]=[CH:18][C:17]([C:2]2[N:6]3[CH:7]=[CH:8][C:9]([Cl:11])=[CH:10][C:5]3=[N:4][CH:3]=2)=[CH:16][CH:15]=1)([CH3:26])([CH3:25])[CH3:23]. (5) Given the reactants [N:1]1[C:8](Cl)=[N:7][C:5](Cl)=[N:4][C:2]=1[Cl:3].[CH2:10]([NH2:13])[C:11]#[CH:12].[CH:14]([N:17](CC)C(C)C)(C)C.CN.C1COCC1, predict the reaction product. The product is: [Cl:3][C:2]1[N:1]=[C:8]([NH:17][CH3:14])[N:7]=[C:5]([NH:13][CH2:10][C:11]#[CH:12])[N:4]=1. (6) Given the reactants [C:1]([O:5][C:6](=[O:17])[NH:7][CH2:8][CH2:9][C:10]1[CH:11]=[N:12][CH:13]=[C:14]([Cl:16])[CH:15]=1)([CH3:4])([CH3:3])[CH3:2].ClC1C=CC=C(C(OO)=[O:26])C=1, predict the reaction product. The product is: [C:1]([O:5][C:6]([NH:7][CH2:8][CH2:9][C:10]1[CH:11]=[N+:12]([O-:26])[CH:13]=[C:14]([Cl:16])[CH:15]=1)=[O:17])([CH3:4])([CH3:2])[CH3:3]. (7) The product is: [C:17]([N:13]1[CH2:14][CH2:15][CH2:16][C@H:12]1[C:4]1[N:5]2[CH:10]=[CH:9][N:8]=[C:7]([CH3:11])[C:6]2=[C:2]([C:35]2[CH:36]=[CH:37][C:32]([C:31]([NH:30][C:26]3[CH:25]=[C:24]([CH2:21][CH2:22][CH3:23])[CH:29]=[CH:28][N:27]=3)=[O:47])=[CH:33][CH:34]=2)[N:3]=1)(=[O:20])[CH:18]=[CH2:19]. Given the reactants Br[C:2]1[N:3]=[C:4]([C@@H:12]2[CH2:16][CH2:15][CH2:14][N:13]2[C:17](=[O:20])[CH:18]=[CH2:19])[N:5]2[CH:10]=[CH:9][N:8]=[C:7]([CH3:11])[C:6]=12.[CH2:21]([C:24]1[CH:29]=[CH:28][N:27]=[C:26]([NH:30][C:31](=[O:47])[C:32]2[CH:37]=[CH:36][C:35](B3OC(C)(C)C(C)(C)O3)=[CH:34][CH:33]=2)[CH:25]=1)[CH2:22][CH3:23], predict the reaction product. (8) Given the reactants [CH2:1]([O:8][C:9]([N:11]1[CH2:15][CH2:14][CH:13]([C:16](=[O:18])[CH3:17])[CH2:12]1)=[O:10])[C:2]1[CH:7]=[CH:6][CH:5]=[CH:4][CH:3]=1.[BH4-].[Na+], predict the reaction product. The product is: [CH2:1]([O:8][C:9]([N:11]1[CH2:15][CH2:14][CH:13]([CH:16]([OH:18])[CH3:17])[CH2:12]1)=[O:10])[C:2]1[CH:7]=[CH:6][CH:5]=[CH:4][CH:3]=1.